From a dataset of Catalyst prediction with 721,799 reactions and 888 catalyst types from USPTO. Predict which catalyst facilitates the given reaction. (1) The catalyst class is: 157. Reactant: [F:1][C:2]1[CH:7]=[CH:6][C:5]([C@H:8]([OH:15])[CH2:9][CH2:10][C:11](OC)=[O:12])=[CH:4][C:3]=1[CH3:16]. Product: [F:1][C:2]1[CH:7]=[CH:6][C:5]([C@@H:8]2[O:15][C:11](=[O:12])[CH2:10][CH2:9]2)=[CH:4][C:3]=1[CH3:16]. (2) Reactant: [C:1]([C:5]1[CH:6]=[C:7]([NH:27][S:28]([CH3:31])(=[O:30])=[O:29])[C:8]([O:25][CH3:26])=[C:9]([NH:11][C:12]([C:14]2[N:15]([CH3:24])[C:16]3[C:21]([CH:22]=2)=[CH:20][CH:19]=[CH:18][C:17]=3[NH2:23])=[O:13])[CH:10]=1)([CH3:4])([CH3:3])[CH3:2].[N:32]1([C:38](Cl)=[O:39])[CH2:37][CH2:36][O:35][CH2:34][CH2:33]1.C(N(C(C)C)CC)(C)C. Product: [C:1]([C:5]1[CH:6]=[C:7]([NH:27][S:28]([CH3:31])(=[O:29])=[O:30])[C:8]([O:25][CH3:26])=[C:9]([NH:11][C:12]([C:14]2[N:15]([CH3:24])[C:16]3[C:21]([CH:22]=2)=[CH:20][CH:19]=[CH:18][C:17]=3[NH:23][C:38]([N:32]2[CH2:37][CH2:36][O:35][CH2:34][CH2:33]2)=[O:39])=[O:13])[CH:10]=1)([CH3:4])([CH3:2])[CH3:3]. The catalyst class is: 424. (3) Product: [NH2:1][C:2]1[C:7]([Br:8])=[CH:6][C:5]([C:9]([OH:11])=[O:10])=[CH:4][N:3]=1. The catalyst class is: 24. Reactant: [NH2:1][C:2]1[C:7]([Br:8])=[CH:6][C:5]([C:9]([O:11]CC)=[O:10])=[CH:4][N:3]=1.[OH-].[K+]. (4) Reactant: CC1[N:3]([C:8]2[N:13]=[C:12]([C:14]3[CH:19]=[C:18]([CH2:20][CH3:21])[C:17]([OH:22])=[CH:16][C:15]=3[O:23][CH3:24])[CH:11]=[CH:10][CH:9]=2)C(C)=CC=1.Cl.NO.C(OCC)(=O)C.CCCCCC. Product: [NH2:3][C:8]1[N:13]=[C:12]([C:14]2[C:15]([O:23][CH3:24])=[CH:16][C:17]([OH:22])=[C:18]([CH2:20][CH3:21])[CH:19]=2)[CH:11]=[CH:10][CH:9]=1. The catalyst class is: 40. (5) Reactant: [F:8][C:7]([F:10])([F:9])[C:6](O[C:6](=[O:11])[C:7]([F:10])([F:9])[F:8])=[O:11].[Br:14][C:15]1[CH:16]=[C:17]2[C:21](=[CH:22][CH:23]=1)[NH:20][CH:19]=[CH:18]2. Product: [Br:14][C:15]1[CH:16]=[C:17]2[C:21](=[CH:22][CH:23]=1)[NH:20][CH:19]=[C:18]2[C:6](=[O:11])[C:7]([F:8])([F:9])[F:10]. The catalyst class is: 28.